This data is from Retrosynthesis with 50K atom-mapped reactions and 10 reaction types from USPTO. The task is: Predict the reactants needed to synthesize the given product. Given the product Cc1ccc(Sc2cccc(N)c2)c([N+](=O)[O-])c1, predict the reactants needed to synthesize it. The reactants are: Cc1ccc(Cl)c([N+](=O)[O-])c1.Nc1cccc(S)c1.